Dataset: Full USPTO retrosynthesis dataset with 1.9M reactions from patents (1976-2016). Task: Predict the reactants needed to synthesize the given product. (1) Given the product [CH3:17][O:18][C:2]1[N:7]=[C:6]([CH2:8][C:9]([O:11][CH3:12])=[O:10])[C:5]([N+:13]([O-:15])=[O:14])=[CH:4][C:3]=1[CH3:16], predict the reactants needed to synthesize it. The reactants are: Cl[C:2]1[N:7]=[C:6]([CH2:8][C:9]([O:11][CH3:12])=[O:10])[C:5]([N+:13]([O-:15])=[O:14])=[CH:4][C:3]=1[CH3:16].[CH3:17][O-:18].[Na+]. (2) The reactants are: II.[CH3:3][CH:4]([OH:19])[CH:5]([OH:18])[C:6]1[N:11]=[C:10]2[C:12]([N:14]=[C:15]([NH2:17])[NH:16][C:9]2=[N:8][CH:7]=1)=[O:13]. Given the product [CH3:3][C@H:4]([OH:19])[C@H:5]([OH:18])[C:6]1[N:11]=[C:10]2[C:12]([N:14]=[C:15]([NH2:17])[NH:16][C:9]2=[N:8][CH:7]=1)=[O:13], predict the reactants needed to synthesize it. (3) Given the product [CH2:1]([O:3][C:4](=[O:23])[CH2:5][C:6]1[C:7]2[CH:14]=[CH:13][C:12]([B:24]3[O:28][C:27]([CH3:30])([CH3:29])[C:26]([CH3:32])([CH3:31])[O:25]3)=[CH:11][C:8]=2[S:9][CH:10]=1)[CH3:2], predict the reactants needed to synthesize it. The reactants are: [CH2:1]([O:3][C:4](=[O:23])[CH2:5][C:6]1[C:7]2[CH:14]=[CH:13][C:12](OS(C(F)(F)F)(=O)=O)=[CH:11][C:8]=2[S:9][CH:10]=1)[CH3:2].[B:24]1([B:24]2[O:28][C:27]([CH3:30])([CH3:29])[C:26]([CH3:32])([CH3:31])[O:25]2)[O:28][C:27]([CH3:30])([CH3:29])[C:26]([CH3:32])([CH3:31])[O:25]1.N#N.[F-].[Cs+]. (4) The reactants are: [C:1]([C:3]1[CH:4]=[C:5]2[C:9](=[CH:10][CH:11]=1)[NH:8][C:7](=[O:12])[CH2:6]2)#[N:2].[H-].[Na+].[Cl:15][C:16]1[N:21]=[CH:20][C:19]([CH2:22][N:23]2[CH2:28][CH2:27][O:26][CH2:25][CH2:24]2)=[CH:18][CH:17]=1. Given the product [ClH:15].[OH:12][C:7]1[NH:8][C:9]2[C:5]([C:6]=1[C:16]1[CH:17]=[CH:18][C:19]([CH2:22][N:23]3[CH2:28][CH2:27][O:26][CH2:25][CH2:24]3)=[CH:20][N:21]=1)=[CH:4][C:3]([C:1]#[N:2])=[CH:11][CH:10]=2, predict the reactants needed to synthesize it. (5) Given the product [CH2:1]([O:8][C:9](=[O:23])[NH:10][C@@H:11]1[CH2:16][C@@H:15]([NH2:17])[CH2:14][CH2:13][C@@H:12]1[CH2:20][C:21]#[N:22])[C:2]1[CH:7]=[CH:6][CH:5]=[CH:4][CH:3]=1, predict the reactants needed to synthesize it. The reactants are: [CH2:1]([O:8][C:9](=[O:23])[NH:10][C@@H:11]1[CH2:16][C@@H:15]([N:17]=[N+]=[N-])[CH2:14][CH2:13][C@@H:12]1[CH2:20][C:21]#[N:22])[C:2]1[CH:7]=[CH:6][CH:5]=[CH:4][CH:3]=1.O.C1(P(C2C=CC=CC=2)C2C=CC=CC=2)C=CC=CC=1. (6) Given the product [NH2:17][C:10]1[CH:9]=[C:8]([NH:7][C:6](=[O:20])[O:5][C:1]([CH3:3])([CH3:2])[CH3:4])[CH:13]=[C:12]([N+:14]([O-:16])=[O:15])[CH:11]=1, predict the reactants needed to synthesize it. The reactants are: [C:1]([O:5][C:6](=[O:20])[NH:7][C:8]1[CH:13]=[C:12]([N+:14]([O-:16])=[O:15])[CH:11]=[C:10]([N+:17]([O-])=O)[CH:9]=1)([CH3:4])([CH3:3])[CH3:2].C(N(CC)CC)C.C(O)=O. (7) Given the product [Br:21][C:22]1[CH:27]=[C:26]([CH2:28][O:29][C:1]([C:14]2[CH:19]=[CH:18][CH:17]=[CH:16][CH:15]=2)([C:8]2[CH:13]=[CH:12][CH:11]=[CH:10][CH:9]=2)[C:2]2[CH:7]=[CH:6][CH:5]=[CH:4][CH:3]=2)[CH:25]=[CH:24][C:23]=1[CH2:30][O:31][C:1]([C:38]1[CH:37]=[CH:19][CH:14]=[CH:15][CH:16]=1)([C:2]1[CH:7]=[CH:6][CH:5]=[CH:4][CH:3]=1)[C:8]1[CH:13]=[CH:12][CH:11]=[CH:10][CH:9]=1, predict the reactants needed to synthesize it. The reactants are: [C:1](Cl)([C:14]1[CH:19]=[CH:18][CH:17]=[CH:16][CH:15]=1)([C:8]1[CH:13]=[CH:12][CH:11]=[CH:10][CH:9]=1)[C:2]1[CH:7]=[CH:6][CH:5]=[CH:4][CH:3]=1.[Br:21][C:22]1[CH:27]=[C:26]([CH2:28][OH:29])[CH:25]=[CH:24][C:23]=1[CH2:30][OH:31].C(N([CH2:37][CH3:38])CC)C.